Dataset: Full USPTO retrosynthesis dataset with 1.9M reactions from patents (1976-2016). Task: Predict the reactants needed to synthesize the given product. (1) Given the product [C:4]1(=[O:10])[N:5]([CH2:6][C:7]([O:9][CH2:14][CH2:13][CH2:12][CH2:17][CH3:16])=[O:8])[C:1](=[O:11])[CH:2]=[CH:3]1, predict the reactants needed to synthesize it. The reactants are: [C:1]1(=[O:11])[N:5]([CH2:6][C:7]([OH:9])=[O:8])[C:4](=[O:10])[CH:3]=[CH:2]1.[C:12]1(C)[CH:17]=[CH:16]C(S(O)(=O)=O)=[CH:14][CH:13]=1.C1(C)C=CC=CC=1.C(O)CCCC. (2) Given the product [Br:1][C:2]1[CH:3]=[C:4]([N:5]=[C:19]=[O:20])[CH:6]=[C:7]([N+:9]([O-:11])=[O:10])[CH:8]=1, predict the reactants needed to synthesize it. The reactants are: [Br:1][C:2]1[CH:3]=[C:4]([CH:6]=[C:7]([N+:9]([O-:11])=[O:10])[CH:8]=1)[NH2:5].C1(C)C=CC=CC=1.[C:19](Cl)(Cl)=[O:20]. (3) Given the product [ClH:2].[Cl:2][C:3]1[CH:8]=[CH:7][C:6]([CH2:9][CH2:10][C:11]2([CH2:12][N:13]3[CH:17]=[CH:16][N:15]=[CH:14]3)[S:22][CH2:19][CH2:20][S:21]2)=[CH:5][CH:4]=1, predict the reactants needed to synthesize it. The reactants are: Cl.[Cl:2][C:3]1[CH:8]=[CH:7][C:6]([CH2:9][CH2:10][C:11](=O)[CH2:12][N:13]2[CH:17]=[CH:16][N:15]=[CH:14]2)=[CH:5][CH:4]=1.[CH2:19]([SH:22])[CH2:20][SH:21]. (4) Given the product [Cl:18][C:19]1[N:20]=[N:21][C:22]([O:1][CH2:2][CH:3]2[CH2:8][CH2:7][N:6]([C:9]([O:11][C:12]([CH3:15])([CH3:14])[CH3:13])=[O:10])[CH2:5][CH2:4]2)=[CH:23][CH:24]=1, predict the reactants needed to synthesize it. The reactants are: [OH:1][CH2:2][CH:3]1[CH2:8][CH2:7][N:6]([C:9]([O:11][C:12]([CH3:15])([CH3:14])[CH3:13])=[O:10])[CH2:5][CH2:4]1.[H-].[Na+].[Cl:18][C:19]1[N:20]=[N:21][C:22](Cl)=[CH:23][CH:24]=1.O. (5) Given the product [Cl:12][C:13]1[CH:14]=[C:15]([N:24]2[C:32]3[C:27](=[CH:28][C:1]4[C:2]([NH2:39])=[N:4][O:5][C:30]=4[CH:31]=3)[C:26]([CH3:36])=[CH:25]2)[CH:16]=[N:17][C:18]=1[O:19][CH2:20][CH:21]([CH3:23])[CH3:22], predict the reactants needed to synthesize it. The reactants are: [CH3:1][C:2](=[N:4][OH:5])C.CC([O-])(C)C.[K+].[Cl:12][C:13]1[CH:14]=[C:15]([N:24]2[C:32]3[C:27](=[CH:28]C(C#N)=[C:30](F)[CH:31]=3)[C:26]([CH3:36])=[CH:25]2)[CH:16]=[N:17][C:18]=1[O:19][CH2:20][CH:21]([CH3:23])[CH3:22].Cl.C[N:39](C=O)C. (6) Given the product [NH2:6][C:7]1[C:12]([C:13]2[NH:29][C:30]3[CH:31]=[C:32]([C:37]4[CH:38]([CH3:44])[CH2:39][C:40](=[O:43])[NH:41][N:42]=4)[CH:33]=[CH:34][C:35]=3[N:36]=2)=[CH:11][C:10]([C:15]2[CH:16]=[N:17][N:18]([CH2:20][C:21](=[O:28])[N:22]3[CH2:27][CH2:26][CH2:25][CH2:24][CH2:23]3)[CH:19]=2)=[CH:9][N:8]=1, predict the reactants needed to synthesize it. The reactants are: S([O-])(O)=O.[Na+].[NH2:6][C:7]1[C:12]([CH:13]=O)=[CH:11][C:10]([C:15]2[CH:16]=[N:17][N:18]([CH2:20][C:21](=[O:28])[N:22]3[CH2:27][CH2:26][CH2:25][CH2:24][CH2:23]3)[CH:19]=2)=[CH:9][N:8]=1.[NH2:29][C:30]1[CH:31]=[C:32]([C:37]2[CH:38]([CH3:44])[CH2:39][C:40](=[O:43])[NH:41][N:42]=2)[CH:33]=[CH:34][C:35]=1[NH2:36].O.